The task is: Predict which catalyst facilitates the given reaction.. This data is from Catalyst prediction with 721,799 reactions and 888 catalyst types from USPTO. (1) Reactant: [C:1]([BH3-])#[N:2].[Na+].[CH3:5][Si:6]([CH3:43])([CH3:42])[CH2:7][CH2:8][O:9][CH2:10][N:11]([CH2:34][O:35][CH2:36][CH2:37][Si:38]([CH3:41])([CH3:40])[CH3:39])[C:12]1[N:17]2[N:18]=[CH:19][C:20]([C:21]3[CH:22]=[N:23][C:24]4[C:29]([CH:30]=3)=[CH:28][C:27]([F:31])=[CH:26][CH:25]=4)=[C:16]2[N:15]=[C:14](C=O)[CH:13]=1.[CH3:44][NH2:45].[CH2:46](O)[CH3:47]. The catalyst class is: 15. Product: [CH2:44]([N:45]1[CH2:47][CH2:46][CH:14]([CH2:1][NH:2][C:14]2[CH:13]=[C:12]([N:11]([CH2:34][O:35][CH2:36][CH2:37][Si:38]([CH3:41])([CH3:39])[CH3:40])[CH2:10][O:9][CH2:8][CH2:7][Si:6]([CH3:5])([CH3:42])[CH3:43])[N:17]3[N:18]=[CH:19][C:20]([C:21]4[CH:22]=[N:23][C:24]5[C:29]([CH:30]=4)=[CH:28][C:27]([F:31])=[CH:26][CH:25]=5)=[C:16]3[N:15]=2)[CH2:13][CH2:12]1)[C:24]1[CH:29]=[CH:28][CH:27]=[CH:26][CH:25]=1. (2) Reactant: [NH2:1][C:2]1[N:3]([C:23]2[CH:28]=[CH:27][CH:26]=[CH:25][C:24]=2[CH3:29])[N:4]=[C:5]2[C:14]3[C:13]([O:15][CH2:16][C:17]([OH:19])=O)=[CH:12][C:11]([O:20][CH3:21])=[CH:10][C:9]=3[NH:8][C:7](=[O:22])[C:6]=12.[CH3:30][N:31]([CH3:35])[CH2:32][CH2:33][NH2:34].Cl.CN(C)CCCN=C=NCC.ON1C2C=CC=CC=2N=N1. Product: [NH2:1][C:2]1[N:3]([C:23]2[CH:28]=[CH:27][CH:26]=[CH:25][C:24]=2[CH3:29])[N:4]=[C:5]2[C:14]3[C:13]([O:15][CH2:16][C:17]([NH:34][CH2:33][CH2:32][N:31]([CH3:35])[CH3:30])=[O:19])=[CH:12][C:11]([O:20][CH3:21])=[CH:10][C:9]=3[NH:8][C:7](=[O:22])[C:6]=12. The catalyst class is: 289. (3) Reactant: [C:1]1([N:7]([CH:17]([CH3:22])[CH2:18][C:19](O)=[O:20])[S:8]([C:11]2[CH:16]=[CH:15][CH:14]=[CH:13][N:12]=2)(=[O:10])=[O:9])[CH:6]=[CH:5][CH:4]=[CH:3][CH:2]=1.[Al+3].[Cl-].[Cl-].[Cl-].Cl. Product: [CH3:22][CH:17]1[CH2:18][C:19](=[O:20])[C:2]2[C:1](=[CH:6][CH:5]=[CH:4][CH:3]=2)[N:7]1[S:8]([C:11]1[CH:16]=[CH:15][CH:14]=[CH:13][N:12]=1)(=[O:10])=[O:9]. The catalyst class is: 2. (4) Reactant: C(O[C:4]([C:6]1[N:11]=[CH:10][C:9]2[N:12]=[C:13]([C:15]3[CH:20]=[CH:19][C:18]([C:21]([F:24])([F:23])[F:22])=[CH:17][CH:16]=3)[S:14][C:8]=2[C:7]=1[OH:25])=[O:5])C.[NH2:26][CH2:27][C:28]([OH:30])=[O:29]. Product: [OH:25][C:7]1[C:8]2[S:14][C:13]([C:15]3[CH:20]=[CH:19][C:18]([C:21]([F:22])([F:24])[F:23])=[CH:17][CH:16]=3)=[N:12][C:9]=2[CH:10]=[N:11][C:6]=1[C:4]([NH:26][CH2:27][C:28]([OH:30])=[O:29])=[O:5]. The catalyst class is: 779. (5) Reactant: Cl[C:2]1[CH:7]=[CH:6][N:5]2[N:8]=[CH:9][CH:10]=[C:4]2[N:3]=1.C(Cl)Cl.C(=O)([O-])[O-].[Na+].[Na+].[F:20][C:21]1[CH:26]=[C:25]([F:27])[CH:24]=[CH:23][C:22]=1[S:28]([NH:31][C:32]1[C:33]([O:47][CH3:48])=[N:34][CH:35]=[C:36](B2OC(C)(C)C(C)(C)O2)[CH:37]=1)(=[O:30])=[O:29]. Product: [F:20][C:21]1[CH:26]=[C:25]([F:27])[CH:24]=[CH:23][C:22]=1[S:28]([NH:31][C:32]1[C:33]([O:47][CH3:48])=[N:34][CH:35]=[C:36]([C:2]2[CH:7]=[CH:6][N:5]3[N:8]=[CH:9][CH:10]=[C:4]3[N:3]=2)[CH:37]=1)(=[O:30])=[O:29]. The catalyst class is: 622. (6) Reactant: [CH2:1]([O:3][C:4]([C:6]1([CH2:19][O:20]CC2C=CC=CC=2)[CH2:11][CH2:10][N:9]([C:12]([O:14][C:15]([CH3:18])([CH3:17])[CH3:16])=[O:13])[CH2:8][CH2:7]1)=[O:5])[CH3:2].[H][H]. Product: [CH2:1]([O:3][C:4]([C:6]1([CH2:19][OH:20])[CH2:7][CH2:8][N:9]([C:12]([O:14][C:15]([CH3:17])([CH3:16])[CH3:18])=[O:13])[CH2:10][CH2:11]1)=[O:5])[CH3:2]. The catalyst class is: 29. (7) Reactant: [Br:1][C:2]1[CH:10]=[C:9]([F:11])[CH:8]=[C:7]2[C:3]=1[CH:4]=[CH:5][NH:6]2.[H-].[Na+].[N+:14]([C:17]1[CH:22]=[CH:21][C:20]([S:23](Cl)(=[O:25])=[O:24])=[CH:19][CH:18]=1)([O-:16])=[O:15]. Product: [Br:1][C:2]1[CH:10]=[C:9]([F:11])[CH:8]=[C:7]2[C:3]=1[CH:4]=[CH:5][N:6]2[S:23]([C:20]1[CH:19]=[CH:18][C:17]([N+:14]([O-:16])=[O:15])=[CH:22][CH:21]=1)(=[O:24])=[O:25]. The catalyst class is: 3. (8) Reactant: [NH2:1][C@H:2]([C:8]([OH:10])=[O:9])[CH2:3][CH2:4][C:5](=[O:7])[NH2:6].C(=O)([O-])[O-].[Na+].[Na+].C(N1[C:26](=[O:27])[C:25]2=[CH:28][CH:29]=[CH:30][CH:31]=[C:24]2[C:23]1=[O:32])(OCC)=O. Product: [CH:29]1[CH:28]=[C:25]2[C:26]([N:1]([C@H:2]([C:8]([OH:10])=[O:9])[CH2:3][CH2:4][C:5]([NH2:6])=[O:7])[C:23](=[O:32])[C:24]2=[CH:31][CH:30]=1)=[O:27]. The catalyst class is: 6. (9) Reactant: [Pd:1]([Cl:3])[Cl:2].[Cl-].[Li+].[CH2:6]1[CH:10]2[CH:9]3[CH:8]=[CH:7][CH:6]([CH:9]2[CH:8]=[CH:7]1)[CH2:10]3. Product: [Cl:2][Pd:1][Cl:3].[CH:10]1[CH2:9][CH:8]=[CH:7][CH:6]=1.[CH:10]1[CH2:9][CH:8]=[CH:7][CH:6]=1. The catalyst class is: 5. (10) Reactant: COC1C=CC(CNC2C=CC=CN=2)=CC=1.[Cl:17][C:18]1[CH:19]=[C:20]([N:29]([C:39]2[CH:44]=[CH:43][C:42](OC)=[CH:41][N:40]=2)[CH2:30][C:31]2[CH:36]=[CH:35][C:34]([O:37][CH3:38])=[CH:33][CH:32]=2)[C:21]2[N:22]([C:24]([C:27]#[N:28])=[CH:25][N:26]=2)[N:23]=1. Product: [Cl:17][C:18]1[CH:19]=[C:20]([N:29]([CH2:30][C:31]2[CH:32]=[CH:33][C:34]([O:37][CH3:38])=[CH:35][CH:36]=2)[C:39]2[CH:44]=[CH:43][CH:42]=[CH:41][N:40]=2)[C:21]2[N:22]([C:24]([C:27]#[N:28])=[CH:25][N:26]=2)[N:23]=1. The catalyst class is: 5.